This data is from Full USPTO retrosynthesis dataset with 1.9M reactions from patents (1976-2016). The task is: Predict the reactants needed to synthesize the given product. (1) Given the product [CH:22]1([CH2:26][N:27]2[C:39]3[CH:38]=[CH:37][C:36]([C:40]4[N:54]([CH2:55][CH2:56][O:57][CH3:58])[C:53]5[CH:52]=[CH:51][C:45]([C:46]([OH:48])=[O:47])=[CH:44][C:43]=5[N:42]=4)=[CH:35][C:34]=3[C:33]3[C:28]2=[CH:29][CH:30]=[CH:31][CH:32]=3)[CH2:23][CH2:24][CH2:25]1, predict the reactants needed to synthesize it. The reactants are: C1C2NC3C(=CC=CC=3)C=2C=C(C=O)C=1.C1(CN)CCC1.[CH:22]1([CH2:26][N:27]2[C:39]3[CH:38]=[CH:37][C:36]([CH:40]=O)=[CH:35][C:34]=3[C:33]3[C:28]2=[CH:29][CH:30]=[CH:31][CH:32]=3)[CH2:25][CH2:24][CH2:23]1.[NH2:42][C:43]1[CH:44]=[C:45]([CH:51]=[CH:52][C:53]=1[NH:54][CH2:55][CH2:56][O:57][CH3:58])[C:46]([O:48]CC)=[O:47]. (2) The reactants are: N([O-])=O.[Na+].N[C:6]1[C:10]([C:11]([O:13][CH2:14][CH3:15])=[O:12])=[CH:9][N:8]([C:16]2[N:21]=[CH:20][CH:19]=[CH:18][N:17]=2)[N:7]=1.CCOC(C)=O.C(Cl)[Cl:29]. Given the product [Cl:29][C:6]1[C:10]([C:11]([O:13][CH2:14][CH3:15])=[O:12])=[CH:9][N:8]([C:16]2[N:21]=[CH:20][CH:19]=[CH:18][N:17]=2)[N:7]=1, predict the reactants needed to synthesize it.